Dataset: Experimentally validated miRNA-target interactions with 360,000+ pairs, plus equal number of negative samples. Task: Binary Classification. Given a miRNA mature sequence and a target amino acid sequence, predict their likelihood of interaction. (1) The miRNA is rno-miR-34a-3p with sequence AAUCAGCAAGUAUACUGCCCUA. The protein sequence of the target gene is MSKVTAPGSGPPAAASGKEKRSFSKRLFRSGRAGGGGAGGPGASGPAAPSSPSSPSSARSVGSFMSRVLKTLSTLSHLSSEGAAPDRGGLRSCFPPGPAAAPTPPPCPPPPASPAPPACAAEPVPGVAGLRNHGNTCFMNATLQCLSNTELFAEYLALGQYRAGRPEPSPDPEQPAGRGAQGQGEVTEQLAHLVRALWTLEYTPQHSRDFKTIVSKNALQYRGNSQHDAQEFLLWLLDRVHEDLNHSVKQSGQPPLKPPSETDMMPEGPSFPVCSTFVQELFQAQYRSSLTCPHCQKQSN.... Result: 0 (no interaction). (2) The protein sequence of the target gene is MWKRSDHQPKIKAEDGPLVGQFEVLGSVPEPAMPHPLELSEFESFPVFQDIRLHIREVGAQLVKKVNAVFQLDITKNGKTILRWTIDLKNGSGDMYPGPARLPADTVFTIPESVFMELVLGKMNPQKAFLAGKFKVSGKVLLSWKLERVFKDWAKF. Result: 0 (no interaction). The miRNA is hsa-let-7c-3p with sequence CUGUACAACCUUCUAGCUUUCC. (3) The miRNA is hsa-miR-4756-5p with sequence CAGGGAGGCGCUCACUCUCUGCU. The protein sequence of the target gene is MRRGERRDAGGPRPESPVPAGRASLEEPPDGPSAGQATGPGEGRRSTESEVYDDGTNTFFWRAHTLTVLFILTCTLGYVTLLEETPQDTAYNTKRGIVASILVFLCFGVTQAKDGPFSRPHPAYWRFWLCVSVVYELFLIFILFQTVQDGRQFLKYVDPKLGVPLPERDYGGNCLIYDPDNETDPFHNIWDKLDGFVPAHFLGWYLKTLMIRDWWMCMIISVMFEFLEYSLEHQLPNFSECWWDHWIMDVLVCNGLGIYCGMKTLEWLSLKTYKWQGLWNIPTYKGKMKRIAFQFTPYSW.... Result: 1 (interaction). (4) The miRNA is hsa-miR-6082 with sequence GAAUACGUCUGGUUGAUCC. The protein sequence of the target gene is MSFIMKPHRHFQRTLILLATFCMVSIIISAYYLYSGYKQESEVSGRASEVDCGDLQHIPSRLMEVRRTMISDASRTDPTVLVFVESQYSSLGQDIIMMLESIRFHYHTEIAPGKGDLPALTDNVKGKYVLIIYENILKYINMDSWNRSLLDKYCIEYGVGIIGFHKTSEKNLQSFQFRGFPFSISGNLAVKDCCINPHSPLLRVTKSSKLDRGSLPGTDWTVFQINHSTYQPVIFAKVKTPENLSPPISKHAFYATIIHDLGLHDGIQRVLFGNNLNFWLHKLIFIDAISFLSGKRLTLS.... Result: 0 (no interaction). (5) The miRNA is hsa-miR-6820-3p with sequence UGUGACUUCUCCCCUGCCACAG. The protein sequence of the target gene is MATLWGGLLRLGSLLSLSCLALSVLLLAQLSDAAKNFEDVRCKCICPPYKENSGHIYNKNISQKDCDCLHVVEPMPVRGPDVEAYCLRCECKYEERSSVTIKVTIIIYLSILGLLLLYMVYLTLVEPILKRRLFGHAQLIQSDDDIGDHQPFANAHDVLARSRSRANVLNKVEYAQQRWKLQVQEQRKSVFDRHVVLS. Result: 1 (interaction). (6) The miRNA is hsa-miR-134-3p with sequence CCUGUGGGCCACCUAGUCACCAA. The protein sequence of the target gene is MAASTGYVRLWGAARCWVLRRPMLAAAGGRVPTAAGAWLLRGQRTCDASPPWALWGRGPAIGGQWRGFWEASSRGGGAFSGGEDASEGGAEEGAGGAGGSAGAGEGPVITALTPMTIPDVFPHLPLIAITRNPVFPRFIKIIEVKNKKLVELLRRKVRLAQPYVGVFLKRDDSNESDVVESLDEIYHTGTFAQIHEMQDLGDKLRMIVMGHRRVHISRQLEVEPEEPEAENKHKPRRKSKRGKKEAEDELSARHPAELAMEPTPELPAEVLMVEVENVVHEDFQVTEEVKALTAEIVKTI.... Result: 0 (no interaction).